Dataset: Reaction yield outcomes from USPTO patents with 853,638 reactions. Task: Predict the reaction yield, written as a fraction of the theoretical maximum amount of product (1.0 means a 100% yield; for example, 0.34 means a 34% yield). (1) The reactants are [Cl-].O[NH3+:3].[C:4](=[O:7])([O-])[OH:5].[Na+].CS(C)=O.[CH2:13]([C:17]1[N:18]=[C:19]([CH3:51])[N:20]([CH2:39][C:40]2[S:44][C:43]([C:45]3[CH:50]=[CH:49][CH:48]=[CH:47][CH:46]=3)=[N:42][CH:41]=2)[C:21](=[O:38])[C:22]=1[CH2:23][C:24]1[CH:29]=[CH:28][C:27]([C:30]2[C:31]([C:36]#[N:37])=[CH:32][CH:33]=[CH:34][CH:35]=2)=[CH:26][CH:25]=1)[CH2:14][CH2:15][CH3:16]. The catalyst is C(OCC)(=O)C. The product is [CH2:13]([C:17]1[N:18]=[C:19]([CH3:51])[N:20]([CH2:39][C:40]2[S:44][C:43]([C:45]3[CH:50]=[CH:49][CH:48]=[CH:47][CH:46]=3)=[N:42][CH:41]=2)[C:21](=[O:38])[C:22]=1[CH2:23][C:24]1[CH:25]=[CH:26][C:27]([C:30]2[CH:35]=[CH:34][CH:33]=[CH:32][C:31]=2[C:36]2[NH:3][C:4](=[O:7])[O:5][N:37]=2)=[CH:28][CH:29]=1)[CH2:14][CH2:15][CH3:16]. The yield is 0.580. (2) The reactants are [N:1]1[CH:6]=[CH:5][CH:4]=[CH:3][C:2]=1[CH2:7][CH2:8][C:9]1[CH:16]=[CH:15][C:12]([CH:13]=O)=[CH:11][CH:10]=1.[N+:17]([CH3:20])([O-:19])=[O:18].C([O-])(=O)C.[NH4+]. The catalyst is C(O)(=O)C. The product is [N:1]1[CH:6]=[CH:5][CH:4]=[CH:3][C:2]=1[CH2:7][CH2:8][C:9]1[CH:16]=[CH:15][C:12](/[CH:13]=[CH:20]/[N+:17]([O-:19])=[O:18])=[CH:11][CH:10]=1. The yield is 0.910. (3) The reactants are Cl.[NH:2]1[CH2:5][CH:4]([O:6][C:7]2[CH:8]=[CH:9][C:10]([NH:13][C:14]3[C:15](=[O:22])[N:16]([CH3:21])[CH:17]=[C:18]([Br:20])[CH:19]=3)=[N:11][CH:12]=2)[CH2:3]1.C=O.[C:25](O)(=O)C.[BH-](OC(C)=O)(OC(C)=O)OC(C)=O.[Na+]. The catalyst is CO. The product is [Br:20][C:18]1[CH:19]=[C:14]([NH:13][C:10]2[CH:9]=[CH:8][C:7]([O:6][CH:4]3[CH2:5][N:2]([CH3:25])[CH2:3]3)=[CH:12][N:11]=2)[C:15](=[O:22])[N:16]([CH3:21])[CH:17]=1. The yield is 0.800. (4) The reactants are [CH2:1]([OH:13])[CH2:2][O:3][CH2:4][CH2:5][O:6][CH2:7][CH2:8][O:9][CH2:10][CH2:11][OH:12].[OH-].[Na+].[CH2:16](Cl)[C:17]1[CH:22]=[CH:21][CH:20]=[CH:19][CH:18]=1. The catalyst is [Na+].[Cl-]. The product is [CH2:16]([O:12][CH2:11][CH2:10][O:9][CH2:8][CH2:7][O:6][CH2:5][CH2:4][O:3][CH2:2][CH2:1][OH:13])[C:17]1[CH:22]=[CH:21][CH:20]=[CH:19][CH:18]=1. The yield is 0.710. (5) The reactants are Br[C:2]1[CH:3]=[C:4]([Cl:20])[C:5]([CH2:8][N:9]2[C:17](=[O:18])[C:16]3[C:11](=[CH:12][CH:13]=[CH:14][CH:15]=3)[C:10]2=[O:19])=[N:6][CH:7]=1.C([O-])([O-])=O.[K+].[K+].[C:27]1(C)C=CC=C[CH:28]=1. The catalyst is C1C=CC([P]([Pd]([P](C2C=CC=CC=2)(C2C=CC=CC=2)C2C=CC=CC=2)([P](C2C=CC=CC=2)(C2C=CC=CC=2)C2C=CC=CC=2)[P](C2C=CC=CC=2)(C2C=CC=CC=2)C2C=CC=CC=2)(C2C=CC=CC=2)C2C=CC=CC=2)=CC=1. The product is [Cl:20][C:4]1[C:5]([CH2:8][N:9]2[C:17](=[O:18])[C:16]3[C:11](=[CH:12][CH:13]=[CH:14][CH:15]=3)[C:10]2=[O:19])=[N:6][CH:7]=[C:2]([CH:27]=[CH2:28])[CH:3]=1. The yield is 0.650. (6) The product is [Cl:38][C:35]1[CH:36]=[CH:37][C:32]([CH2:31][C:30]([NH:29][C:25]2[CH:26]=[N:27][CH:28]=[C:23]([C:21]([C:13]3[C:14]4[CH:15]=[N:16][CH:17]=[C:18]([F:20])[C:19]=4[N:11]([C:8]([CH3:10])([CH3:9])[CH2:7][OH:6])[CH:12]=3)=[O:22])[CH:24]=2)=[O:39])=[N:33][CH:34]=1. The yield is 1.00. The catalyst is C1COCC1. The reactants are C([Si](C)(C)[O:6][CH2:7][C:8]([N:11]1[C:19]2[C:18]([F:20])=[CH:17][N:16]=[CH:15][C:14]=2[C:13]([C:21]([C:23]2[CH:24]=[C:25]([NH:29][C:30](=[O:39])[CH2:31][C:32]3[CH:37]=[CH:36][C:35]([Cl:38])=[CH:34][N:33]=3)[CH:26]=[N:27][CH:28]=2)=[O:22])=[CH:12]1)([CH3:10])[CH3:9])(C)(C)C. (7) The reactants are O1CCCC1.CS(C)=O.[N:10]1[CH:15]=[CH:14][CH:13]=[CH:12][C:11]=1[CH2:16][CH2:17][C:18]1[CH:23]=[CH:22][C:21](/[CH:24]=[CH:25]/[N+:26]([O-:28])=[O:27])=[CH:20][CH:19]=1.C(O)(=O)C.[BH4-].[Na+]. The catalyst is O. The product is [N:10]1[CH:15]=[CH:14][CH:13]=[CH:12][C:11]=1[CH2:16][CH2:17][C:18]1[CH:19]=[CH:20][C:21]([CH2:24][CH2:25][N+:26]([O-:28])=[O:27])=[CH:22][CH:23]=1. The yield is 0.740. (8) The product is [C:8]1([CH2:7][OH:17])[CH:16]=[CH:15][CH:14]=[C:10]([CH2:11][OH:12])[CH:9]=1. The yield is 0.940. The catalyst is O1CCCC1. The reactants are [H-].[Al+3].[Li+].[H-].[H-].[H-].[C:7](Cl)(=[O:17])[C:8]1[CH:16]=[CH:15][CH:14]=[C:10]([C:11](Cl)=[O:12])[CH:9]=1. (9) The reactants are [CH:1]([C:4]1[CH:9]=[C:8]([O:10][CH3:11])[C:7]([C:12]2[N:13]=[CH:14][S:15][CH:16]=2)=[CH:6][C:5]=1[OH:17])([CH3:3])[CH3:2].Br[CH2:19][C:20]#[N:21].C([O-])([O-])=O.[K+].[K+]. The catalyst is C(#N)C. The product is [CH:1]([C:4]1[CH:9]=[C:8]([O:10][CH3:11])[C:7]([C:12]2[N:13]=[CH:14][S:15][CH:16]=2)=[CH:6][C:5]=1[O:17][CH2:19][C:20]#[N:21])([CH3:3])[CH3:2]. The yield is 0.720.